This data is from Peptide-MHC class II binding affinity with 134,281 pairs from IEDB. The task is: Regression. Given a peptide amino acid sequence and an MHC pseudo amino acid sequence, predict their binding affinity value. This is MHC class II binding data. (1) The peptide sequence is IIQGLKLMNSPEFHL. The MHC is HLA-DQA10101-DQB10501 with pseudo-sequence HLA-DQA10101-DQB10501. The binding affinity (normalized) is 0.0548. (2) The peptide sequence is EKKYFAAYQFEPLAA. The MHC is HLA-DQA10101-DQB10501 with pseudo-sequence HLA-DQA10101-DQB10501. The binding affinity (normalized) is 0.592. (3) The peptide sequence is ENGEWAIDFCPGVIRRHHG. The MHC is DRB1_1101 with pseudo-sequence DRB1_1101. The binding affinity (normalized) is 0.369. (4) The peptide sequence is MWRSRADEINAIFEE. The MHC is DRB4_0103 with pseudo-sequence DRB4_0103. The binding affinity (normalized) is 0. (5) The peptide sequence is YDKFLKNVSTVLTGK. The MHC is DRB1_0701 with pseudo-sequence DRB1_0701. The binding affinity (normalized) is 0.810. (6) The peptide sequence is INLIIHYVHRAGALG. The MHC is HLA-DPA10103-DPB10301 with pseudo-sequence HLA-DPA10103-DPB10301. The binding affinity (normalized) is 0.212.